From a dataset of Catalyst prediction with 721,799 reactions and 888 catalyst types from USPTO. Predict which catalyst facilitates the given reaction. (1) Reactant: [CH:1]1([CH2:4][N:5]2[C:13]3[CH:12]=[CH:11][CH:10]=[CH:9][C:8]=3[C:7]3[CH2:14][N:15](C(OC(C)(C)C)=O)[CH2:16][CH2:17][C:6]2=3)[CH2:3][CH2:2]1.[ClH:25]. Product: [ClH:25].[CH:1]1([CH2:4][N:5]2[C:13]3[CH:12]=[CH:11][CH:10]=[CH:9][C:8]=3[C:7]3[CH2:14][NH:15][CH2:16][CH2:17][C:6]2=3)[CH2:2][CH2:3]1.[ClH:25]. The catalyst class is: 71. (2) Reactant: [H-].[Na+].Cl[C:4]1[N:21]=[C:20](Cl)[C:19]2[C:18]3[C:13](=[C:14](Cl)[N:15]=[C:16](Cl)[N:17]=3)[C:12]3[C:7](=[C:8](Cl)[N:9]=[C:10](Cl)[N:11]=3)[C:6]=2[N:5]=1.[C:27]1([NH:33][C:34]2[CH:39]=[CH:38][CH:37]=[CH:36][CH:35]=2)[CH:32]=[CH:31][CH:30]=[CH:29][CH:28]=1.O. Product: [C:34]1([N:33]([C:27]2[CH:28]=[CH:29][CH:30]=[CH:31][CH:32]=2)[C:4]2[N:21]=[C:20]([N:33]([C:27]3[CH:28]=[CH:29][CH:30]=[CH:31][CH:32]=3)[C:34]3[CH:35]=[CH:36][CH:37]=[CH:38][CH:39]=3)[C:19]3[C:18]4[C:13](=[C:14]([N:33]([C:27]5[CH:28]=[CH:29][CH:30]=[CH:31][CH:32]=5)[C:34]5[CH:35]=[CH:36][CH:37]=[CH:38][CH:39]=5)[N:15]=[C:16]([N:33]([C:27]5[CH:28]=[CH:29][CH:30]=[CH:31][CH:32]=5)[C:34]5[CH:35]=[CH:36][CH:37]=[CH:38][CH:39]=5)[N:17]=4)[C:12]4[C:7](=[C:8]([N:33]([C:34]5[CH:35]=[CH:36][CH:37]=[CH:38][CH:39]=5)[C:27]5[CH:32]=[CH:31][CH:30]=[CH:29][CH:28]=5)[N:9]=[C:10]([N:33]([C:27]5[CH:28]=[CH:29][CH:30]=[CH:31][CH:32]=5)[C:34]5[CH:35]=[CH:36][CH:37]=[CH:38][CH:39]=5)[N:11]=4)[C:6]=3[N:5]=2)[CH:35]=[CH:36][CH:37]=[CH:38][CH:39]=1. The catalyst class is: 3. (3) Reactant: [Cl:1][C:2]1[C:3]([CH3:24])=[C:4]([CH2:8][NH:9][C:10]2[N:11]=[C:12]([N:18]3[CH2:23][CH2:22][O:21][CH2:20][CH2:19]3)[S:13][C:14]=2[C:15]([NH2:17])=[O:16])[CH:5]=[CH:6][CH:7]=1.[O:25]1[CH2:30][CH2:29][CH2:28][CH2:27][CH:26]1[C:31](Cl)=O. Product: [Cl:1][C:2]1[C:3]([CH3:24])=[C:4]([CH2:8][N:9]2[C:10]3[N:11]=[C:12]([N:18]4[CH2:19][CH2:20][O:21][CH2:22][CH2:23]4)[S:13][C:14]=3[C:15](=[O:16])[N:17]=[C:31]2[CH:26]2[CH2:27][CH2:28][CH2:29][CH2:30][O:25]2)[CH:5]=[CH:6][CH:7]=1. The catalyst class is: 57. (4) Reactant: [CH3:1][O:2][CH2:3][O:4]C.Cl.Cl.Cl.[CH2:9]([NH:17][C:18]([NH:20][C:21]([NH:23][CH2:24][CH2:25][CH2:26][CH2:27][CH2:28][CH2:29][CH2:30][CH3:31])=[NH:22])=[NH:19])[CH2:10][CH2:11][CH2:12][CH2:13][CH2:14][CH2:15][CH3:16]. Product: [C:3]([OH:4])(=[O:2])[CH3:9].[CH2:24]([NH:23][C:21]1[NH:20][C:18]([NH:17][CH2:9][CH2:10][CH2:11][CH2:12][CH2:13][CH2:14][CH2:15][CH3:16])=[N:19][CH2:1][N:22]=1)[CH2:25][CH2:26][CH2:27][CH2:28][CH2:29][CH2:30][CH3:31]. The catalyst class is: 51. (5) Reactant: [CH:1]1([N:6]2[C:15]3[N:14]=[C:13]([NH:16][C:17]4[CH:18]=[CH:19][C:20]([C:30]([O:32]CC5C=CC=CC=5)=[O:31])=[C:21]5[C:25]=4[O:24][CH:23]([CH2:26][N:27]([CH3:29])[CH3:28])[CH2:22]5)[N:12]=[CH:11][C:10]=3[N:9]([CH3:40])[C:8](=[O:41])[C@H:7]2[CH2:42][CH3:43])[CH2:5][CH2:4][CH2:3][CH2:2]1. Product: [CH:1]1([N:6]2[C:15]3[N:14]=[C:13]([NH:16][C:17]4[CH:18]=[CH:19][C:20]([C:30]([OH:32])=[O:31])=[C:21]5[C:25]=4[O:24][CH:23]([CH2:26][N:27]([CH3:29])[CH3:28])[CH2:22]5)[N:12]=[CH:11][C:10]=3[N:9]([CH3:40])[C:8](=[O:41])[C@H:7]2[CH2:42][CH3:43])[CH2:2][CH2:3][CH2:4][CH2:5]1. The catalyst class is: 19. (6) Reactant: C(N(CC)CC)C.[Cl:8][C:9]1[C:17]2[C:12](=[CH:13][CH:14]=[CH:15][C:16]=2[N+:18]([O-:20])=[O:19])[NH:11][N:10]=1.[CH3:21][C:22]([O:25][C:26](O[C:26]([O:25][C:22]([CH3:24])([CH3:23])[CH3:21])=[O:27])=[O:27])([CH3:24])[CH3:23]. Product: [Cl:8][C:9]1[C:17]2[C:12](=[CH:13][CH:14]=[CH:15][C:16]=2[N+:18]([O-:20])=[O:19])[N:11]([C:26]([O:25][C:22]([CH3:24])([CH3:23])[CH3:21])=[O:27])[N:10]=1. The catalyst class is: 4. (7) Reactant: [F:1][C:2]([F:25])([F:24])[C:3]([NH:5][C:6]1([CH3:23])[CH:12]([OH:13])[CH2:11][CH2:10][N:9]([C:14]2[N:18]([CH3:19])[N:17]=[CH:16][C:15]=2[N+:20]([O-])=O)[CH2:8][CH2:7]1)=[O:4].C([O-])=O.[NH4+]. Product: [NH2:20][C:15]1[CH:16]=[N:17][N:18]([CH3:19])[C:14]=1[N:9]1[CH2:10][CH2:11][CH:12]([OH:13])[C:6]([NH:5][C:3](=[O:4])[C:2]([F:25])([F:24])[F:1])([CH3:23])[CH2:7][CH2:8]1. The catalyst class is: 19. (8) Product: [Cl:1][C:2]1[CH:3]=[C:4]([CH:13]=[CH:14][C:15]=1[NH2:16])[O:5][CH2:6][CH2:7][N:8]([CH2:9][CH3:10])[CH2:11][CH3:12]. Reactant: [Cl:1][C:2]1[CH:3]=[C:4]([CH:13]=[CH:14][C:15]=1[N+:16]([O-])=O)[O:5][CH2:6][CH2:7][N:8]([CH2:11][CH3:12])[CH2:9][CH3:10].ClCCl.CO. The catalyst class is: 13.